This data is from Full USPTO retrosynthesis dataset with 1.9M reactions from patents (1976-2016). The task is: Predict the reactants needed to synthesize the given product. (1) Given the product [F:1][C:2]([F:7])([F:6])[C:3]([OH:5])=[O:4].[F:8][C:9]([F:14])([F:13])[C:10]([OH:12])=[O:11].[Cl:22][C:23]1[CH:24]=[N:25][C:26]2[NH:27][C:28]3[CH:29]=[N:30][CH:31]=[C:32]([CH:54]=3)[CH2:33][CH2:34][C:35]3[CH:43]=[C:39]([NH:40][C:41]=1[N:42]=2)[CH:38]=[CH:37][C:36]=3[O:44][CH2:45][C:46]([N:47]1[CH2:52][CH2:51][N:50]([C:63](=[O:62])[CH2:64][C:65]#[N:66])[CH2:49][CH2:48]1)=[O:53], predict the reactants needed to synthesize it. The reactants are: [F:1][C:2]([F:7])([F:6])[C:3]([OH:5])=[O:4].[F:8][C:9]([F:14])([F:13])[C:10]([OH:12])=[O:11].FC(F)(F)C(O)=O.[Cl:22][C:23]1[CH:24]=[N:25][C:26]2[NH:27][C:28]3[CH:29]=[N:30][CH:31]=[C:32]([CH:54]=3)[CH2:33][CH2:34][C:35]3[CH:43]=[C:39]([NH:40][C:41]=1[N:42]=2)[CH:38]=[CH:37][C:36]=3[O:44][CH2:45][C:46](=[O:53])[N:47]1[CH2:52][CH2:51][NH:50][CH2:49][CH2:48]1.O=C1CCC(=O)N1[O:62][C:63](=O)[CH2:64][C:65]#[N:66]. (2) Given the product [CH3:69][O:68][C:62]([C:28]1([C:4]2[CH:5]=[C:6]([O:8][CH2:9][C:10]3[CH:11]=[C:12]4[C:17](=[CH:18][CH:19]=3)[N:16]3[C:20]([CH2:24][CH:25]([CH3:27])[CH3:26])([CH3:23])[NH:21][N:22]=[C:15]3[CH:14]=[CH:13]4)[CH:7]=[C:2]([F:1])[CH:3]=2)[CH2:33][CH2:32][O:31][CH2:30][CH2:29]1)=[O:86], predict the reactants needed to synthesize it. The reactants are: [F:1][C:2]1[CH:3]=[C:4]([C:28]2(O)[CH2:33][CH2:32][O:31][CH2:30][CH2:29]2)[CH:5]=[C:6]([O:8][CH2:9][C:10]2[CH:11]=[C:12]3[C:17](=[CH:18][CH:19]=2)[N:16]2[C:20]([CH2:24][CH:25]([CH3:27])[CH3:26])([CH3:23])[NH:21][N:22]=[C:15]2[CH:14]=[CH:13]3)[CH:7]=1.FC1C=C(C=C([C:62]2([O:68][CH3:69])CCOCC2)C=1)OCC1C=C2C(=CC=1)N1C(CC(C)C)(C)NN=C1C=C2.C(C1(C(F)(F)F)N2C3C(C=CC2NN1)=CC(C[O:86]C1C=C(C2(OC)CCOCC2)C=C(F)C=1)=CC=3)C.FC1C=C(C=C(C2(OC)CCOCC2)C=1)OCC1C=C2C(=CC=1)N1C(C)(C)NNC1C=C2.FC1C=C(C=C(C2(OC)CCOCC2)C=1)OCC1C=C2C(=CC=1)N1C(C3C=CC=CC=3)NNC1C=C2.FC1C=C(C=C(C2(OC)CCOCC2)C=1)OCC1C=C2C(=CC=1)N1C(C3SC=CN=3)NNC1C=C2.FC1C=C(C=C(C2(OC)CCOCC2)C=1)OCC1C=CC=C2C=1C=CC1N2C(CC(C)C)(C)NN=1. (3) Given the product [CH3:1][C:2]1[CH:7]=[CH:6][C:5]([NH:8][C:9]([C:11]2[CH:16]=[CH:15][N:14]=[C:13]([N:17]3[CH2:22][CH2:21][O:20][CH2:19][CH2:18]3)[CH:12]=2)=[O:10])=[CH:4][C:3]=1[NH:23][C:24](=[O:35])[C:25]1[CH:30]=[C:29]([N:40]2[CH2:41][CH2:42][N:37]([CH3:36])[CH2:38][CH2:39]2)[CH:28]=[CH:27][C:26]=1[N+:32]([O-:34])=[O:33], predict the reactants needed to synthesize it. The reactants are: [CH3:1][C:2]1[CH:7]=[CH:6][C:5]([NH:8][C:9]([C:11]2[CH:16]=[CH:15][N:14]=[C:13]([N:17]3[CH2:22][CH2:21][O:20][CH2:19][CH2:18]3)[CH:12]=2)=[O:10])=[CH:4][C:3]=1[NH:23][C:24](=[O:35])[C:25]1[CH:30]=[C:29](Cl)[CH:28]=[CH:27][C:26]=1[N+:32]([O-:34])=[O:33].[CH3:36][N:37]1[CH2:42][CH2:41][NH:40][CH2:39][CH2:38]1.